From a dataset of Full USPTO retrosynthesis dataset with 1.9M reactions from patents (1976-2016). Predict the reactants needed to synthesize the given product. (1) Given the product [CH2:1]([CH:8]1[CH2:13][CH2:12][CH2:11][NH:10][C:9]1=[O:14])[C:2]1[CH:7]=[CH:6][CH:5]=[CH:4][CH:3]=1, predict the reactants needed to synthesize it. The reactants are: [CH:1](=[C:8]1[CH2:13][CH2:12][CH2:11][NH:10][C:9]1=[O:14])[C:2]1[CH:7]=[CH:6][CH:5]=[CH:4][CH:3]=1.CO. (2) The reactants are: [C:1]([N:4]1[C:13]2[C:8](=[CH:9][CH:10]=[C:11]([S:14]([N:17](CC3C=CC(OC)=CC=3OC)[C:18]3[S:22][N:21]=[CH:20][N:19]=3)(=[O:16])=[O:15])[CH:12]=2)[N:7]([C:34]2[CH:39]=[CH:38][C:37]([C:40]([F:43])([F:42])[F:41])=[CH:36][C:35]=2[Cl:44])[CH2:6][CH2:5]1)(=[O:3])[CH3:2].C(O)(C(F)(F)F)=O. Given the product [C:1]([N:4]1[C:13]2[C:8](=[CH:9][CH:10]=[C:11]([S:14]([NH:17][C:18]3[S:22][N:21]=[CH:20][N:19]=3)(=[O:15])=[O:16])[CH:12]=2)[N:7]([C:34]2[CH:39]=[CH:38][C:37]([C:40]([F:41])([F:43])[F:42])=[CH:36][C:35]=2[Cl:44])[CH2:6][CH2:5]1)(=[O:3])[CH3:2], predict the reactants needed to synthesize it. (3) Given the product [CH3:1][O:2][C:3](=[O:16])[CH2:4][C:5]1[CH:9]=[C:8]([C:22](=[O:23])[C:21]2[CH:25]=[CH:26][C:18]([Cl:17])=[CH:19][CH:20]=2)[S:7][C:6]=1[C:10]1[CH:11]=[CH:12][CH:13]=[CH:14][CH:15]=1, predict the reactants needed to synthesize it. The reactants are: [CH3:1][O:2][C:3](=[O:16])[CH2:4][C:5]1[CH:9]=[CH:8][S:7][C:6]=1[C:10]1[CH:15]=[CH:14][CH:13]=[CH:12][CH:11]=1.[Cl:17][C:18]1[CH:26]=[CH:25][C:21]([C:22](Cl)=[O:23])=[CH:20][CH:19]=1.[Al+3].[Cl-].[Cl-].[Cl-]. (4) Given the product [CH2:1]([O:7][C:10]1[N:11]=[CH:12][C:13]([C:16]([OH:18])=[O:17])=[N:14][CH:15]=1)[CH2:2][CH2:3][CH2:4][CH2:5][CH3:6], predict the reactants needed to synthesize it. The reactants are: [CH2:1]([OH:7])[CH2:2][CH2:3][CH2:4][CH2:5][CH3:6].[Na].Cl[C:10]1[N:11]=[CH:12][C:13]([C:16]([O:18]C)=[O:17])=[N:14][CH:15]=1. (5) Given the product [CH:13]([C:2]1[CH:10]=[CH:9][CH:8]=[C:7]([CH:2]([CH2:3][CH3:4])[CH3:10])[C:3]=1[C:4]([OH:6])=[O:5])([CH2:15][CH3:16])[CH3:14], predict the reactants needed to synthesize it. The reactants are: F[C:2]1[CH:10]=[CH:9][CH:8]=[C:7](F)[C:3]=1[C:4]([OH:6])=[O:5].[Li][CH:13]([CH2:15][CH3:16])[CH3:14]. (6) Given the product [Br:24][C:12]1[N:13]([CH2:16][O:17][CH2:18][CH2:19][Si:20]([CH3:22])([CH3:21])[CH3:23])[N:14]=[C:15]2[C:11]=1[CH:10]=[C:9]([C:25]([F:28])([F:27])[F:26])[CH:8]=[C:7]2[CH:5]([O:32][CH2:33][C:34]1([C:47]2[CH:48]=[CH:49][CH:50]=[CH:51][CH:52]=2)[CH2:39][CH2:38][N:37]([C:40]([O:42][C:43]([CH3:45])([CH3:46])[CH3:44])=[O:41])[CH2:36][CH2:35]1)[CH3:6], predict the reactants needed to synthesize it. The reactants are: ClC(Cl)(Cl)C(=N)O[CH:5]([C:7]1[C:15]2[C:11](=[C:12]([Br:24])[N:13]([CH2:16][O:17][CH2:18][CH2:19][Si:20]([CH3:23])([CH3:22])[CH3:21])[N:14]=2)[CH:10]=[C:9]([C:25]([F:28])([F:27])[F:26])[CH:8]=1)[CH3:6].[OH:32][CH2:33][C:34]1([C:47]2[CH:52]=[CH:51][CH:50]=[CH:49][CH:48]=2)[CH2:39][CH2:38][N:37]([C:40]([O:42][C:43]([CH3:46])([CH3:45])[CH3:44])=[O:41])[CH2:36][CH2:35]1. (7) Given the product [CH:16]([O:19][C:20]1[CH:21]=[C:22]([SH:15])[CH:24]=[C:25]([O:27][CH3:28])[CH:26]=1)([CH3:18])[CH3:17], predict the reactants needed to synthesize it. The reactants are: C(OC1C=C([SH:15])C=CC=1)C1C=CC=CC=1.[CH:16]([O:19][C:20]1[CH:21]=[C:22]([CH:24]=[C:25]([O:27][CH3:28])[CH:26]=1)N)([CH3:18])[CH3:17].